Dataset: Full USPTO retrosynthesis dataset with 1.9M reactions from patents (1976-2016). Task: Predict the reactants needed to synthesize the given product. (1) The reactants are: [CH2:1]([O:3][C:4](=[O:15])[CH2:5][C@H:6]1[CH2:11][CH2:10][C@H:9]([C:12]([OH:14])=O)[CH2:8][CH2:7]1)[CH3:2].C(Cl)(=O)C(Cl)=O.[CH2:22]([NH2:24])[CH3:23].C(N(CC)CC)C. Given the product [CH2:1]([O:3][C:4](=[O:15])[CH2:5][C@H:6]1[CH2:7][CH2:8][C@H:9]([C:12]([NH:24][CH2:22][CH3:23])=[O:14])[CH2:10][CH2:11]1)[CH3:2], predict the reactants needed to synthesize it. (2) Given the product [CH:49]([OH:52])=[O:51].[CH:66]([OH:87])=[O:65].[N:27]1([CH2:34][CH2:35][CH2:36][O:37][C:38]2[CH:43]=[CH:42][C:41]([CH2:44][CH2:45][CH2:46][CH2:47][N:23]3[CH2:24][CH2:25][CH2:26][C@@H:22]3[CH2:21][N:12]3[N:11]=[C:10]([CH2:9][C:6]4[CH:5]=[CH:4][C:3]([O:2][CH3:1])=[CH:8][CH:7]=4)[C:19]4[C:14](=[CH:15][CH:16]=[CH:17][CH:18]=4)[C:13]3=[O:20])=[CH:40][CH:39]=2)[CH2:33][CH2:32][CH2:31][CH2:30][CH2:29][CH2:28]1, predict the reactants needed to synthesize it. The reactants are: [CH3:1][O:2][C:3]1[CH:8]=[CH:7][C:6]([CH2:9][C:10]2[C:19]3[C:14](=[CH:15][CH:16]=[CH:17][CH:18]=3)[C:13](=[O:20])[N:12]([CH2:21][C@H:22]3[CH2:26][CH2:25][CH2:24][NH:23]3)[N:11]=2)=[CH:5][CH:4]=1.[N:27]1([CH2:34][CH2:35][CH2:36][O:37][C:38]2[CH:43]=[CH:42][C:41]([CH2:44][CH2:45][CH2:46][CH:47]=O)=[CH:40][CH:39]=2)[CH2:33][CH2:32][CH2:31][CH2:30][CH2:29][CH2:28]1.[C:49]([O:52][BH-](OC(=O)C)OC(=O)C)(=[O:51])C.[Na+].C([O:65][CH:66]([O:87]CC)CCCC1C=CC(OCCCN2CCCCCC2)=CC=1)C. (3) Given the product [C:1]1([C@@:11]2([CH2:12][OH:17])[CH2:16][CH:15]2[CH2:14][OH:13])[C:10]2[C:5](=[CH:6][CH:7]=[CH:8][CH:9]=2)[CH:4]=[CH:3][CH:2]=1, predict the reactants needed to synthesize it. The reactants are: [C:1]1([C@@:11]23[CH2:16][CH:15]2[CH2:14][O:13][C:12]3=[O:17])[C:10]2[C:5](=[CH:6][CH:7]=[CH:8][CH:9]=2)[CH:4]=[CH:3][CH:2]=1.ClCCl. (4) Given the product [OH2:7].[C:14]([O-:20])(=[O:19])[CH2:15][C:16]([O-:18])=[O:17].[Mn+2:9], predict the reactants needed to synthesize it. The reactants are: O.O.O.O.C([O-])(=[O:7])C.[Mn+2:9].C([O-])(=O)C.[C:14]([OH:20])(=[O:19])[CH2:15][C:16]([OH:18])=[O:17]. (5) Given the product [OH:34][CH:31]1[CH2:32][CH2:33][N:29]([C:19]([C:18]2[CH:17]=[C:16]([CH:24]=[CH:23][CH:22]=2)[CH2:15][O:14][NH:13][C:11](=[O:12])[C:10]2[CH:25]=[CH:26][CH:27]=[CH:28][C:9]=2[NH:8][CH2:7][C:4]2[CH:5]=[CH:6][N:1]=[CH:2][CH:3]=2)=[O:20])[CH2:30]1, predict the reactants needed to synthesize it. The reactants are: [N:1]1[CH:6]=[CH:5][C:4]([CH2:7][NH:8][C:9]2[CH:28]=[CH:27][CH:26]=[CH:25][C:10]=2[C:11]([NH:13][O:14][CH2:15][C:16]2[CH:17]=[C:18]([CH:22]=[CH:23][CH:24]=2)[C:19](O)=[O:20])=[O:12])=[CH:3][CH:2]=1.[NH:29]1[CH2:33][CH2:32][CH:31]([OH:34])[CH2:30]1. (6) Given the product [CH:18]([C:7]1[C:8]([C:12]2[CH:13]=[N:14][CH:15]=[CH:16][CH:17]=2)=[N:9][O:10][CH:11]=1)=[CH:19][CH2:20][CH2:21][CH2:22][CH3:23], predict the reactants needed to synthesize it. The reactants are: C1COCC1.Br[C:7]1[C:8]([C:12]2[CH:13]=[N:14][CH:15]=[CH:16][CH:17]=2)=[N:9][O:10][CH:11]=1.[CH:18](/B(O)O)=[CH:19]\[CH2:20][CH2:21][CH2:22][CH3:23].[O-]P([O-])([O-])=O.[K+].[K+].[K+]. (7) The reactants are: Br[C:2]1[N:3]=[C:4]([C:9]2[N:13]=[C:12]([C:14]3[CH:19]=[CH:18][CH:17]=[CH:16][CH:15]=3)[O:11][N:10]=2)[C:5]([NH2:8])=[N:6][CH:7]=1.[C:20]([O-:23])([O-])=[O:21].[Na+].[Na+].O. Given the product [NH2:8][C:5]1[N:6]=[CH:7][C:2]([C:14]2[CH:19]=[CH:18][C:17]([C:20]([OH:23])=[O:21])=[CH:16][CH:15]=2)=[N:3][C:4]=1[C:9]1[N:13]=[C:12]([C:14]2[CH:19]=[CH:18][CH:17]=[CH:16][CH:15]=2)[O:11][N:10]=1, predict the reactants needed to synthesize it. (8) Given the product [CH2:1]([O:3][C:4]([C:6]1[CH:7]=[N:8][C:9]2[C:14]([C:15]=1[NH:22][CH:19]([CH3:21])[CH3:20])=[CH:13][CH:12]=[CH:11][C:10]=2[O:17][CH3:18])=[O:5])[CH3:2], predict the reactants needed to synthesize it. The reactants are: [CH2:1]([O:3][C:4]([C:6]1[CH:7]=[N:8][C:9]2[C:14]([C:15]=1Cl)=[CH:13][CH:12]=[CH:11][C:10]=2[O:17][CH3:18])=[O:5])[CH3:2].[CH:19]([NH2:22])([CH3:21])[CH3:20]. (9) Given the product [F:54][C:45]1[CH:46]=[CH:47][CH:48]=[C:49]([C:50]([F:53])([F:52])[F:51])[C:44]=1[CH2:43][N:20]1[C:21]2[CH2:42][O:41][C:25]3([CH2:26][CH2:27][N:28]([CH2:31][C:32]4[O:33][C:34]([C:37]([F:38])([F:39])[F:40])=[CH:35][CH:36]=4)[CH2:29][CH2:30]3)[C:22]=2[C:23](=[O:24])[N:18]([CH2:17][C@H:16]([NH:15][CH2:2][CH2:3][CH2:4][C:5]#[N:6])[C:56]2[CH:57]=[CH:58][CH:59]=[CH:60][CH:61]=2)[C:19]1=[O:55], predict the reactants needed to synthesize it. The reactants are: Br[CH2:2][CH2:3][CH2:4][C:5]#[N:6].[Na+].[I-].C([O-])([O-])=O.[K+].[K+].[NH2:15][C@H:16]([C:56]1[CH:61]=[CH:60][CH:59]=[CH:58][CH:57]=1)[CH2:17][N:18]1[C:23](=[O:24])[C:22]2[C:25]3([O:41][CH2:42][C:21]=2[N:20]([CH2:43][C:44]2[C:49]([C:50]([F:53])([F:52])[F:51])=[CH:48][CH:47]=[CH:46][C:45]=2[F:54])[C:19]1=[O:55])[CH2:30][CH2:29][N:28]([CH2:31][C:32]1[O:33][C:34]([C:37]([F:40])([F:39])[F:38])=[CH:35][CH:36]=1)[CH2:27][CH2:26]3.